Dataset: Reaction yield outcomes from USPTO patents with 853,638 reactions. Task: Predict the reaction yield, written as a fraction of the theoretical maximum amount of product (1.0 means a 100% yield; for example, 0.34 means a 34% yield). The reactants are [CH3:1][O:2][C:3]([NH:5][C@H:6]([C:10]([N:12]1[C@@H:16]([CH3:17])[CH2:15][CH2:14][C@H:13]1[C:18]1[NH:22][C:21]2[C:23]3[C:28]([CH2:29][CH2:30][C:20]=2[N:19]=1)=[CH:27][C:26]1[C:31]2[C:36]([CH2:37][O:38][C:25]=1[CH:24]=3)=[CH:35][C:34]([C:39]1[NH:43][C:42]([C@@H:44]3[CH2:48][C@H:47]([CH2:49][O:50][CH3:51])[CH2:46][N:45]3[C:52]([O:54][C:55]([CH3:58])([CH3:57])[CH3:56])=[O:53])=[N:41][CH:40]=1)=[CH:33][CH:32]=2)=[O:11])[CH:7]([CH3:9])[CH3:8])=[O:4].CO. The catalyst is C(Cl)Cl.O=[Mn]=O. The product is [CH3:1][O:2][C:3]([NH:5][C@H:6]([C:10]([N:12]1[C@@H:16]([CH3:17])[CH2:15][CH2:14][C@H:13]1[C:18]1[NH:22][C:21]2[C:23]3[C:28]([CH:29]=[CH:30][C:20]=2[N:19]=1)=[CH:27][C:26]1[C:31]2[C:36]([CH2:37][O:38][C:25]=1[CH:24]=3)=[CH:35][C:34]([C:39]1[NH:43][C:42]([C@@H:44]3[CH2:48][C@H:47]([CH2:49][O:50][CH3:51])[CH2:46][N:45]3[C:52]([O:54][C:55]([CH3:58])([CH3:57])[CH3:56])=[O:53])=[N:41][CH:40]=1)=[CH:33][CH:32]=2)=[O:11])[CH:7]([CH3:9])[CH3:8])=[O:4]. The yield is 0.580.